From a dataset of Catalyst prediction with 721,799 reactions and 888 catalyst types from USPTO. Predict which catalyst facilitates the given reaction. (1) Reactant: [C:1]([O:4][CH2:5][C@@H:6]([OH:21])[C@@H:7]([O:13]CC1C=CC=CC=1)[C@H:8]([OH:12])[CH2:9][CH:10]=[O:11])(=[O:3])[CH3:2]. Product: [C:1]([O:4][CH2:5][C@@H:6]([OH:21])[C@@H:7]([OH:13])[C@H:8]([OH:12])[CH2:9][CH:10]=[O:11])(=[O:3])[CH3:2]. The catalyst class is: 29. (2) The catalyst class is: 2. Product: [ClH:17].[NH2:1][C:2]1[S:3][CH:4]=[C:5]([C:7](=[N:11][O:12][C:13](=[O:15])[CH3:14])[C:8]([Cl:17])=[O:9])[N:6]=1. Reactant: [NH2:1][C:2]1[S:3][CH:4]=[C:5]([C:7](=[N:11][O:12][C:13](=[O:15])[CH3:14])[C:8](O)=[O:9])[N:6]=1.P(Cl)(Cl)(Cl)(Cl)[Cl:17]. (3) Reactant: [Cl:1][C:2]1[CH:10]=[CH:9][CH:8]=[C:7]2[C:3]=1[C:4]([C:15]([OH:17])=O)=[CH:5][N:6]2[CH2:11][CH2:12][O:13][CH3:14].[Cl:18][C:19]1[CH:24]=[CH:23][CH:22]=[CH:21][C:20]=1[CH:25]([CH3:28])[CH2:26][NH2:27].Cl.CN(C)CCCN=C=NCC.N1(O)C2C=CC=CC=2N=N1.CCN(C(C)C)C(C)C. Product: [Cl:1][C:2]1[CH:10]=[CH:9][CH:8]=[C:7]2[C:3]=1[C:4]([C:15]([NH:27][CH2:26][CH:25]([C:20]1[CH:21]=[CH:22][CH:23]=[CH:24][C:19]=1[Cl:18])[CH3:28])=[O:17])=[CH:5][N:6]2[CH2:11][CH2:12][O:13][CH3:14]. The catalyst class is: 3. (4) Reactant: [NH2:1][CH2:2][CH2:3][NH:4][C:5]([C:7]1[CH:11]=[C:10]([C:12]2[CH:17]=[C:16]([O:18][C:19]3[CH:24]=[C:23]([C:25]([NH:27][C:28]4[CH:33]=[C:32]([CH3:34])[CH:31]=[CH:30][C:29]=4[F:35])=[O:26])[CH:22]=[CH:21][C:20]=3[F:36])[CH:15]=[CH:14][N:13]=2)[NH:9][CH:8]=1)=[O:6].C(N(CC)C(C)C)(C)C.Br[CH2:47][C:48]([O:50][CH3:51])=[O:49].O. Product: [F:36][C:20]1[CH:21]=[CH:22][C:23]([C:25]([NH:27][C:28]2[CH:33]=[C:32]([CH3:34])[CH:31]=[CH:30][C:29]=2[F:35])=[O:26])=[CH:24][C:19]=1[O:18][C:16]1[CH:15]=[CH:14][N:13]=[C:12]([C:10]2[NH:9][CH:8]=[C:7]([C:5]([NH:4][CH2:3][CH2:2][NH:1][CH2:47][C:48]([O:50][CH3:51])=[O:49])=[O:6])[CH:11]=2)[CH:17]=1. The catalyst class is: 3.